This data is from Forward reaction prediction with 1.9M reactions from USPTO patents (1976-2016). The task is: Predict the product of the given reaction. (1) Given the reactants B(Br)(Br)Br.[CH:5]1([C:11]2[C:12]3[CH:13]=[CH:14][C:15]([C:37]([O:39]C)=[O:38])=[CH:16][C:17]=3[N:18]3[CH2:25][CH2:24][N:23]([CH2:26][C:27]4[CH:28]=[N:29][N:30]([CH3:32])[CH:31]=4)[CH2:22][C:21]4[CH:33]=[CH:34][CH:35]=[CH:36][C:20]=4[C:19]=23)[CH2:10][CH2:9][CH2:8][CH2:7][CH2:6]1, predict the reaction product. The product is: [CH:5]1([C:11]2[C:12]3[CH:13]=[CH:14][C:15]([C:37]([OH:39])=[O:38])=[CH:16][C:17]=3[N:18]3[CH2:25][CH2:24][N:23]([CH2:26][C:27]4[CH:28]=[N:29][N:30]([CH3:32])[CH:31]=4)[CH2:22][C:21]4[CH:33]=[CH:34][CH:35]=[CH:36][C:20]=4[C:19]=23)[CH2:10][CH2:9][CH2:8][CH2:7][CH2:6]1. (2) Given the reactants Br[C:2]1[C:15]2[CH2:14][CH2:13][N:12]3[C:8](=[N:9][C:10](I)=[CH:11]3)[CH:7]([O:17][CH:18]3[CH2:23][CH2:22][N:21]([CH3:24])[CH2:20][CH2:19]3)[C:6]=2[CH:5]=[CH:4][CH:3]=1.C([O-])([O-])=O.[K+].[K+].[C:31]1(B(O)O)[CH:36]=[CH:35][CH:34]=[CH:33][CH:32]=1.N, predict the reaction product. The product is: [NH4+:9].[OH-:17].[CH3:24][N:21]1[CH2:20][CH2:19][CH:18]([O:17][CH:7]2[C:6]3[CH:5]=[CH:4][CH:3]=[C:2]([C:31]4[CH:36]=[CH:35][CH:34]=[CH:33][CH:32]=4)[C:15]=3[CH2:14][CH2:13][N:12]3[C:8]2=[N:9][C:10]([C:2]2[CH:15]=[CH:6][CH:5]=[CH:4][CH:3]=2)=[CH:11]3)[CH2:23][CH2:22]1.